This data is from Full USPTO retrosynthesis dataset with 1.9M reactions from patents (1976-2016). The task is: Predict the reactants needed to synthesize the given product. (1) Given the product [NH2:1][C:5]1[CH:32]=[CH:31][C:8]([C:9](=[O:30])[CH2:10][N:11]2[C:15]3[CH:16]=[CH:17][CH:18]=[CH:19][C:14]=3[N:13]=[C:12]2[C:20]2[C:21]([NH:25][CH2:26][CH2:27][C:33]([OH:34])=[O:36])=[N:22][O:23][N:24]=2)=[CH:7][CH:6]=1, predict the reactants needed to synthesize it. The reactants are: [NH:1]([C:5]1[CH:32]=[CH:31][C:8]([C:9](=[O:30])[CH2:10][N:11]2[C:15]3[CH:16]=[CH:17][CH:18]=[CH:19][C:14]=3[N:13]=[C:12]2[C:20]2[C:21]([NH:25][CH2:26][CH2:27]C#N)=[N:22][O:23][N:24]=2)=[CH:7][CH:6]=1)C(C)=O.[C:33](=[O:36])(O)[O-:34].[Na+]. (2) Given the product [S:8]1[C:12]([C:2]2[CH:3]=[N:4][CH:5]=[CH:6][CH:7]=2)=[CH:11][N:10]=[CH:9]1, predict the reactants needed to synthesize it. The reactants are: Br[C:2]1[CH:3]=[N:4][CH:5]=[CH:6][CH:7]=1.[S:8]1[C:12]([Sn](C)(C)C)=[CH:11][N:10]=[CH:9]1. (3) Given the product [CH:1]1([C:4]2[N:8]=[C:7]([C:9]3[C:17]4[CH2:16][CH2:15][O:14][CH2:13][C:12]=4[S:11][C:10]=3[NH:18][C:39]([C:34]3[N:35]=[CH:36][CH:37]=[CH:38][C:33]=3[C:31]([O:30][CH3:29])=[O:32])=[O:41])[O:6][N:5]=2)[CH2:3][CH2:2]1, predict the reactants needed to synthesize it. The reactants are: [CH:1]1([C:4]2[N:8]=[C:7]([C:9]3[C:17]4[CH2:16][CH2:15][O:14][CH2:13][C:12]=4[S:11][C:10]=3[NH:18]C(C3CCCC=3C(O)=O)=O)[O:6][N:5]=2)[CH2:3][CH2:2]1.[CH3:29][O:30][C:31]([C:33]1[C:34]([C:39]([OH:41])=O)=[N:35][CH:36]=[CH:37][CH:38]=1)=[O:32].F[B-](F)(F)F.BrC1C=CC=C[N+]=1CC.CCN(C(C)C)C(C)C. (4) Given the product [CH2:1]([O:8][C:9]([C:11]1[C:19]2[C:14](=[CH:15][CH:16]=[C:17]([CH2:20][CH2:21][N:32]([CH2:33][CH:34]([CH3:36])[CH3:35])[CH2:28][CH:29]([CH3:31])[CH3:30])[CH:18]=2)[NH:13][C:12]=1[CH3:27])=[O:10])[C:2]1[CH:7]=[CH:6][CH:5]=[CH:4][CH:3]=1, predict the reactants needed to synthesize it. The reactants are: [CH2:1]([O:8][C:9]([C:11]1[C:19]2[C:14](=[CH:15][CH:16]=[C:17]([CH2:20][CH2:21]OS(C)(=O)=O)[CH:18]=2)[NH:13][C:12]=1[CH3:27])=[O:10])[C:2]1[CH:7]=[CH:6][CH:5]=[CH:4][CH:3]=1.[CH2:28]([NH:32][CH2:33][CH:34]([CH3:36])[CH3:35])[CH:29]([CH3:31])[CH3:30]. (5) Given the product [CH3:1][O:2][C:3]([C:5]1[C:6]([F:15])=[C:7]2[C:11](=[CH:12][CH:13]=1)[N:10]([C:24]([C:18]1[CH:23]=[CH:22][CH:21]=[CH:20][CH:19]=1)([C:31]1[CH:32]=[CH:33][CH:34]=[CH:35][CH:36]=1)[C:25]1[CH:26]=[CH:27][CH:28]=[CH:29][CH:30]=1)[N:9]=[C:8]2[Br:14])=[O:4], predict the reactants needed to synthesize it. The reactants are: [CH3:1][O:2][C:3]([C:5]1[C:6]([F:15])=[C:7]2[C:11](=[CH:12][CH:13]=1)[NH:10][N:9]=[C:8]2[Br:14])=[O:4].[H-].[Na+].[C:18]1([C:24](Cl)([C:31]2[CH:36]=[CH:35][CH:34]=[CH:33][CH:32]=2)[C:25]2[CH:30]=[CH:29][CH:28]=[CH:27][CH:26]=2)[CH:23]=[CH:22][CH:21]=[CH:20][CH:19]=1.C(=O)([O-])O.[Na+].